This data is from Merck oncology drug combination screen with 23,052 pairs across 39 cell lines. The task is: Regression. Given two drug SMILES strings and cell line genomic features, predict the synergy score measuring deviation from expected non-interaction effect. (1) Drug 1: CC(=O)OC1C(=O)C2(C)C(O)CC3OCC3(OC(C)=O)C2C(OC(=O)c2ccccc2)C2(O)CC(OC(=O)C(O)C(NC(=O)c3ccccc3)c3ccccc3)C(C)=C1C2(C)C. Drug 2: Cc1nc(Nc2ncc(C(=O)Nc3c(C)cccc3Cl)s2)cc(N2CCN(CCO)CC2)n1. Cell line: NCIH2122. Synergy scores: synergy=-50.4. (2) Synergy scores: synergy=-43.5. Drug 1: O=C(NOCC(O)CO)c1ccc(F)c(F)c1Nc1ccc(I)cc1F. Cell line: UWB1289. Drug 2: COC1=C2CC(C)CC(OC)C(O)C(C)C=C(C)C(OC(N)=O)C(OC)C=CC=C(C)C(=O)NC(=CC1=O)C2=O.